Dataset: Merck oncology drug combination screen with 23,052 pairs across 39 cell lines. Task: Regression. Given two drug SMILES strings and cell line genomic features, predict the synergy score measuring deviation from expected non-interaction effect. (1) Drug 1: CC1(c2nc3c(C(N)=O)cccc3[nH]2)CCCN1. Drug 2: CCc1cnn2c(NCc3ccc[n+]([O-])c3)cc(N3CCCCC3CCO)nc12. Cell line: CAOV3. Synergy scores: synergy=8.44. (2) Drug 1: CC(C)CC(NC(=O)C(Cc1ccccc1)NC(=O)c1cnccn1)B(O)O. Drug 2: Cn1c(=O)n(-c2ccc(C(C)(C)C#N)cc2)c2c3cc(-c4cnc5ccccc5c4)ccc3ncc21. Cell line: COLO320DM. Synergy scores: synergy=-4.77. (3) Drug 1: NC(=O)c1cccc2cn(-c3ccc(C4CCCNC4)cc3)nc12. Drug 2: O=C(NOCC(O)CO)c1ccc(F)c(F)c1Nc1ccc(I)cc1F. Cell line: A2058. Synergy scores: synergy=6.36. (4) Drug 1: C#Cc1cccc(Nc2ncnc3cc(OCCOC)c(OCCOC)cc23)c1. Drug 2: COC1CC2CCC(C)C(O)(O2)C(=O)C(=O)N2CCCCC2C(=O)OC(C(C)CC2CCC(OP(C)(C)=O)C(OC)C2)CC(=O)C(C)C=C(C)C(O)C(OC)C(=O)C(C)CC(C)C=CC=CC=C1C. Cell line: T47D. Synergy scores: synergy=54.7. (5) Drug 1: CN(C)C(=N)N=C(N)N. Drug 2: CCN(CC)CCNC(=O)c1c(C)[nH]c(C=C2C(=O)Nc3ccc(F)cc32)c1C. Cell line: NCIH520. Synergy scores: synergy=11.2. (6) Drug 1: NC1(c2ccc(-c3nc4ccn5c(=O)[nH]nc5c4cc3-c3ccccc3)cc2)CCC1. Drug 2: CC1(c2nc3c(C(N)=O)cccc3[nH]2)CCCN1. Cell line: NCIH2122. Synergy scores: synergy=11.7. (7) Drug 1: NC1(c2ccc(-c3nc4ccn5c(=O)[nH]nc5c4cc3-c3ccccc3)cc2)CCC1. Drug 2: COC1=C2CC(C)CC(OC)C(O)C(C)C=C(C)C(OC(N)=O)C(OC)C=CC=C(C)C(=O)NC(=CC1=O)C2=O. Cell line: UACC62. Synergy scores: synergy=25.4. (8) Drug 1: CC(=O)OC1C(=O)C2(C)C(O)CC3OCC3(OC(C)=O)C2C(OC(=O)c2ccccc2)C2(O)CC(OC(=O)C(O)C(NC(=O)c3ccccc3)c3ccccc3)C(C)=C1C2(C)C. Drug 2: NC(=O)c1cccc2cn(-c3ccc(C4CCCNC4)cc3)nc12. Cell line: NCIH1650. Synergy scores: synergy=-19.7. (9) Drug 1: O=S1(=O)NC2(CN1CC(F)(F)F)C1CCC2Cc2cc(C=CCN3CCC(C(F)(F)F)CC3)ccc2C1. Drug 2: CCC1(O)CC2CN(CCc3c([nH]c4ccccc34)C(C(=O)OC)(c3cc4c(cc3OC)N(C)C3C(O)(C(=O)OC)C(OC(C)=O)C5(CC)C=CCN6CCC43C65)C2)C1. Cell line: HCT116. Synergy scores: synergy=-16.7.